From a dataset of Full USPTO retrosynthesis dataset with 1.9M reactions from patents (1976-2016). Predict the reactants needed to synthesize the given product. (1) Given the product [F:19][C:17]([F:18])([F:20])[C:16]1[C:9]2[C:10](=[N:11][CH:12]=[N:13][C:8]=2[NH2:7])[NH:14][N:15]=1, predict the reactants needed to synthesize it. The reactants are: O1CCCCC1[NH:7][C:8]1[N:13]=[CH:12][N:11]=[C:10]2[N:14](C3CCCCO3)[N:15]=[C:16]([C:17]([F:20])([F:19])[F:18])[C:9]=12.FC(F)(F)C(O)=O. (2) The reactants are: [CH3:1][O:2][C:3]1[CH:8]=[CH:7][C:6]([C:9]2([N:19]([CH3:21])[CH3:20])[CH2:18][CH2:17][C:12]3(OCC[O:13]3)[CH2:11][CH2:10]2)=[CH:5][CH:4]=1.OS(O)(=O)=O. Given the product [CH3:20][N:19]([CH3:21])[C:9]1([C:6]2[CH:5]=[CH:4][C:3]([O:2][CH3:1])=[CH:8][CH:7]=2)[CH2:18][CH2:17][C:12](=[O:13])[CH2:11][CH2:10]1, predict the reactants needed to synthesize it. (3) Given the product [CH3:1][O:5][C:6](=[O:40])[C@@H:7]([NH:11][C:12]([C@@H:14]1[C@@H:18]([C:19]2[CH:24]=[CH:23][CH:22]=[C:21]([Cl:25])[CH:20]=2)[C@@:17]([C:28]2[CH:29]=[CH:30][C:31]([Cl:34])=[CH:32][CH:33]=2)([C:26]#[N:27])[C@@H:16]([CH2:35][C:36]([CH3:37])([CH3:39])[CH3:38])[NH:15]1)=[O:13])[CH:8]([CH3:10])[CH3:9], predict the reactants needed to synthesize it. The reactants are: [C:1]([O:5][C:6](=[O:40])[C@@H:7]([NH:11][C:12]([C@H:14]1[C@H:18]([C:19]2[CH:24]=[CH:23][CH:22]=[C:21]([Cl:25])[CH:20]=2)[C@:17]([C:28]2[CH:33]=[CH:32][C:31]([Cl:34])=[CH:30][CH:29]=2)([C:26]#[N:27])[C@H:16]([CH2:35][C:36]([CH3:39])([CH3:38])[CH3:37])[NH:15]1)=[O:13])[CH:8]([CH3:10])[CH3:9])(C)(C)C.C(OC(=O)[C@@H](NC([C@@H]1[C@@H](C2C=CC=C(Cl)C=2)[C@@](C2C=CC(Cl)=CC=2)(C#N)[C@@H](CC(C)(C)C)N1)=O)C(C)C)(C)(C)C.